This data is from Retrosynthesis with 50K atom-mapped reactions and 10 reaction types from USPTO. The task is: Predict the reactants needed to synthesize the given product. Given the product CC(=O)Nc1cc(-c2nc(-c3cn(C)nc3C(F)(F)F)c(-c3nccn3COCC[Si](C)(C)C)s2)ccn1, predict the reactants needed to synthesize it. The reactants are: CC(=O)Nc1cc(-c2nc(Br)c(-c3nccn3COCC[Si](C)(C)C)s2)ccn1.Cn1cc(B2OC(C)(C)C(C)(C)O2)c(C(F)(F)F)n1.